From a dataset of Full USPTO retrosynthesis dataset with 1.9M reactions from patents (1976-2016). Predict the reactants needed to synthesize the given product. (1) Given the product [C:12]([O:6][C:5](=[O:7])[C:4]1[CH:8]=[C:9]([CH3:11])[N:10]=[C:2]([Cl:1])[CH:3]=1)([CH3:15])([CH3:14])[CH3:13], predict the reactants needed to synthesize it. The reactants are: [Cl:1][C:2]1[CH:3]=[C:4]([CH:8]=[C:9]([CH3:11])[N:10]=1)[C:5]([OH:7])=[O:6].[C:12](OC(O[C:12]([CH3:15])([CH3:14])[CH3:13])N(C)C)([CH3:15])([CH3:14])[CH3:13]. (2) Given the product [NH2:3][C:4]1([CH2:10][OH:11])[CH2:9][CH2:8][CH2:7][CH2:6][CH2:5]1, predict the reactants needed to synthesize it. The reactants are: [AlH4-].[Li+].[NH2:3][C:4]1([C:10](O)=[O:11])[CH2:9][CH2:8][CH2:7][CH2:6][CH2:5]1.C(=O)([O-])[O-].[Na+].[Na+].C(=O)([O-])[O-]. (3) Given the product [C:15]([O:19][C:20]([N:22]1[CH2:27][CH2:26][C:25]([OH:28])([C:2]2[CH:7]=[CH:6][CH:5]=[C:4]([S:8][CH3:9])[CH:3]=2)[CH2:24][CH2:23]1)=[O:21])([CH3:18])([CH3:16])[CH3:17], predict the reactants needed to synthesize it. The reactants are: Br[C:2]1[CH:7]=[CH:6][CH:5]=[C:4]([S:8][CH3:9])[CH:3]=1.[Li]CCCC.[C:15]([O:19][C:20]([N:22]1[CH2:27][CH2:26][C:25](=[O:28])[CH2:24][CH2:23]1)=[O:21])([CH3:18])([CH3:17])[CH3:16]. (4) The reactants are: [F:1][C:2]1[CH:7]=[CH:6][CH:5]=[CH:4][C:3]=1[CH2:8][C:9](=O)[CH2:10][C:11](OCC)=O.[CH:17]([O-:22])([O-])[O:18][CH2:19][CH3:20].C(OC(=O)C)(=O)C.O.[NH2:31][NH2:32]. Given the product [F:1][C:2]1[CH:7]=[CH:6][CH:5]=[CH:4][C:3]=1[CH2:8][C:9]1[C:10]([C:17]([O:18][CH2:19][CH3:20])=[O:22])=[CH:11][NH:32][N:31]=1, predict the reactants needed to synthesize it.